Dataset: Reaction yield outcomes from USPTO patents with 853,638 reactions. Task: Predict the reaction yield, written as a fraction of the theoretical maximum amount of product (1.0 means a 100% yield; for example, 0.34 means a 34% yield). (1) The reactants are [Cl:1][C:2]1[C:3]([F:38])=[C:4]([CH:8]2[C:12]([C:15]3[CH:20]=[CH:19][C:18]([Cl:21])=[CH:17][C:16]=3[F:22])([C:13]#[N:14])[CH:11]([CH2:23][C:24]([CH3:27])([CH3:26])[CH3:25])[CH2:10][N:9]2[C:28](=[O:37])[C:29]2[CH:34]=[CH:33][C:32]([C:35]#[N:36])=[CH:31][CH:30]=2)[CH:5]=[CH:6][CH:7]=1.OO.C([O-])([O-])=[O:42].[K+].[K+]. The product is [Cl:1][C:2]1[C:3]([F:38])=[C:4]([C@@H:8]2[C@:12]([C:15]3[CH:20]=[CH:19][C:18]([Cl:21])=[CH:17][C:16]=3[F:22])([C:13]#[N:14])[C@H:11]([CH2:23][C:24]([CH3:27])([CH3:26])[CH3:25])[CH2:10][N:9]2[C:28]([C:29]2[CH:34]=[CH:33][C:32]([C:35]([NH2:36])=[O:42])=[CH:31][CH:30]=2)=[O:37])[CH:5]=[CH:6][CH:7]=1. The catalyst is CS(C)=O. The yield is 0.567. (2) The reactants are C([O:3][C:4](=O)[C@@H:5]([N:7]([CH:21]([CH3:23])[CH3:22])[C:8]1[C:17]([N+:18]([O-])=O)=[CH:16][C:11]([C:12]([O:14][CH3:15])=[O:13])=[CH:10][N:9]=1)[CH3:6])C.P(OC1C=CC=CC=1)(OC1C=CC=CC=1)OC1C=CC=CC=1. The catalyst is ClCCl.[NH4+].[O-][V](=O)=O.[Pt]. The product is [CH:21]([N:7]1[C@@H:5]([CH3:6])[C:4](=[O:3])[NH:18][C:17]2[CH:16]=[C:11]([C:12]([O:14][CH3:15])=[O:13])[CH:10]=[N:9][C:8]1=2)([CH3:23])[CH3:22]. The yield is 0.940. (3) The reactants are [Li]CCCC.Br[C:7]1[N:12]=[C:11]([CH3:13])[C:10]([O:14][CH3:15])=[C:9]([CH3:16])[CH:8]=1.[Br:17][C:18]1[CH:19]=[C:20]([C:24]([C:32]2[C:33]([C:38]#[N:39])=[N:34][CH:35]=[CH:36][CH:37]=2)=[N:25]S(C(C)(C)C)=O)[CH:21]=[CH:22][CH:23]=1.Cl. The catalyst is C1COCC1.ClCCl. The product is [Br:17][C:18]1[CH:19]=[C:20]([C:24]2([C:7]3[CH:8]=[C:9]([CH3:16])[C:10]([O:14][CH3:15])=[C:11]([CH3:13])[N:12]=3)[C:32]3[C:33](=[N:34][CH:35]=[CH:36][CH:37]=3)[C:38]([NH2:39])=[N:25]2)[CH:21]=[CH:22][CH:23]=1. The yield is 0.690. (4) The reactants are [O:1]1[CH2:6][CH2:5][CH:4]=[C:3]([C:7]2[N:12]=[C:11]([F:13])[C:10]3[O:14][C:15]4[C:20]([C@@:21]5([CH2:26][CH2:25][O:24][C:23]([NH2:27])=[N:22]5)[C:9]=3[CH:8]=2)=[CH:19][C:18]([NH2:28])=[CH:17][CH:16]=4)[CH2:2]1.[Cl:29][C:30]1[CH:31]=[CH:32][C:33]([C:36](O)=[O:37])=[N:34][CH:35]=1.CCN(C(C)C)C(C)C. The catalyst is CN(C=O)C. The product is [NH2:27][C:23]1[O:24][CH2:25][CH2:26][C@:21]2([C:9]3[CH:8]=[C:7]([C:3]4[CH2:2][O:1][CH2:6][CH2:5][CH:4]=4)[N:12]=[C:11]([F:13])[C:10]=3[O:14][C:15]3[C:20]2=[CH:19][C:18]([NH:28][C:36](=[O:37])[C:33]2[CH:32]=[CH:31][C:30]([Cl:29])=[CH:35][N:34]=2)=[CH:17][CH:16]=3)[N:22]=1. The yield is 0.258. (5) The reactants are [CH2:1]([NH2:4])[CH:2]=[CH2:3].C(O)(=O)C.C(O[BH-](OC(=O)C)OC(=O)C)(=O)C.[Na+].[NH:23]1[C:31]2[C:26](=[CH:27][CH:28]=[CH:29][C:30]=2[CH:32]=O)[CH:25]=[CH:24]1. The catalyst is ClCCCl.ClCCl. The product is [CH2:1]([NH:4][CH2:32][C:30]1[CH:29]=[CH:28][CH:27]=[C:26]2[C:31]=1[NH:23][CH:24]=[CH:25]2)[CH:2]=[CH2:3]. The yield is 0.820. (6) The reactants are [OH:1][C:2]1[C:9]([C:10]2[S:11][CH:12]=[CH:13][CH:14]=2)=[CH:8][C:5]([CH:6]=O)=[C:4]([O:15][CH3:16])[CH:3]=1.[C:17]([C:20]1[CH:28]=[CH:27][C:23]([C:24]([OH:26])=[O:25])=[CH:22][CH:21]=1)(=[O:19])[CH3:18].C[O-].[Li+].Cl. The catalyst is CN(C)C=O.CO.O.C(O)C. The product is [OH:1][C:2]1[C:9]([C:10]2[S:11][CH:12]=[CH:13][CH:14]=2)=[CH:8][C:5](/[CH:6]=[CH:18]/[C:17]([C:20]2[CH:28]=[CH:27][C:23]([C:24]([OH:26])=[O:25])=[CH:22][CH:21]=2)=[O:19])=[C:4]([O:15][CH3:16])[CH:3]=1. The yield is 0.0500. (7) The reactants are [Br:1][C:2]1[NH:6][C:5]([C@@H:7]2[CH2:11][C@H:10]([CH3:12])[CH2:9][N:8]2[C:13]([O:15]C(C)(C)C)=O)=[N:4][CH:3]=1.[CH3:20][O:21][C:22]([NH:24][C@@H:25]([C@@H:29]([CH3:32])[CH2:30][CH3:31])C(O)=O)=[O:23].CN(C(ON1N=NC2C=CC=NC1=2)=[N+](C)C)C.F[P-](F)(F)(F)(F)F.CCN(C(C)C)C(C)C.C([O-])(O)=O.[Na+]. The catalyst is Cl.CCO.CN(C=O)C. The product is [Br:1][C:2]1[NH:6][C:5]([C@@H:7]2[CH2:11][C@H:10]([CH3:12])[CH2:9][N:8]2[C:13](=[O:15])[C@@H:25]([NH:24][C:22](=[O:23])[O:21][CH3:20])[C@@H:29]([CH3:32])[CH2:30][CH3:31])=[N:4][CH:3]=1. The yield is 0.810. (8) The reactants are C[Si]([CH:5]=[N+:6]=[N-:7])(C)C.F[C:9](F)(F)[C:10]([OH:12])=[O:11].[F:15][C:16]1[CH:21]=[CH:20][C:19]([C@@H:22]([O:26][Si](C)(C)C)[C:23](Cl)=[O:24])=[CH:18][CH:17]=1.[CH3:31][CH2:32]O.Cl[CH2:35]Cl. The catalyst is O. The product is [F:15][C:16]1[CH:21]=[CH:20][C:19]([C@@H:22]([OH:26])[C:23]([N:7]2[C@H:9]([C:10]([O:12][CH2:31][CH3:32])=[O:11])[CH2:35][CH:5]=[N:6]2)=[O:24])=[CH:18][CH:17]=1. The yield is 0.510. (9) The reactants are C(N(CC)CC)C.Cl.Cl.[N+:10]([C:13]1[CH:18]=[CH:17][N:16]=[C:15]([O:19][CH:20]2[CH2:25][CH2:24][NH:23][CH2:22][CH2:21]2)[CH:14]=1)([O-:12])=[O:11].[F:26][C:27]1[CH:35]=[CH:34][CH:33]=[C:32]([F:36])[C:28]=1[C:29](Cl)=[O:30]. The catalyst is ClCCl. The product is [F:26][C:27]1[CH:35]=[CH:34][CH:33]=[C:32]([F:36])[C:28]=1[C:29]([N:23]1[CH2:24][CH2:25][CH:20]([O:19][C:15]2[CH:14]=[C:13]([N+:10]([O-:12])=[O:11])[CH:18]=[CH:17][N:16]=2)[CH2:21][CH2:22]1)=[O:30]. The yield is 0.910.